Dataset: Reaction yield outcomes from USPTO patents with 853,638 reactions. Task: Predict the reaction yield, written as a fraction of the theoretical maximum amount of product (1.0 means a 100% yield; for example, 0.34 means a 34% yield). (1) The reactants are [CH3:1][C:2]1([OH:12])[CH:9]2[CH2:10][CH:5]3[CH2:6][CH:7]([CH2:11][CH:3]1[CH2:4]3)[CH2:8]2.C(N(CC)CC)C.[C:20](Cl)(=[O:23])[CH:21]=[CH2:22]. The catalyst is CC(CC(C)C)=O. The product is [C:20]([O:12][C:2]1([CH3:1])[CH:3]2[CH2:11][CH:7]3[CH2:6][CH:5]([CH2:10][CH:9]1[CH2:8]3)[CH2:4]2)(=[O:23])[CH:21]=[CH2:22]. The yield is 0.920. (2) The reactants are [CH2:1]([C:3]1[C:11]([CH3:12])=[C:10]2[C:6]([C:7](=[O:13])[O:8][CH2:9]2)=[C:5]([O:14][CH2:15][CH2:16][Si:17]([CH3:20])([CH3:19])[CH3:18])[C:4]=1CC=O)[CH3:2].C1(P(C2C=CC=CC=2)(C2C=CC=CC=2)=C(C)C=[O:33])C=CC=CC=1.[C:47]1([CH3:53])[CH:52]=CC=[CH:49][CH:48]=1. No catalyst specified. The product is [CH2:1]([C:3]1[C:11]([CH3:12])=[C:10]2[C:6]([C:7](=[O:13])[O:8][CH2:9]2)=[C:5]([O:14][CH2:15][CH2:16][Si:17]([CH3:18])([CH3:19])[CH3:20])[C:4]=1[CH2:49][CH:48]=[C:47]([CH3:53])[CH:52]=[O:33])[CH3:2]. The yield is 0.770.